Dataset: Forward reaction prediction with 1.9M reactions from USPTO patents (1976-2016). Task: Predict the product of the given reaction. (1) Given the reactants [C:1]([O:20][CH2:21][C@@H:22]([O:38][C:39](=[O:57])[CH2:40][CH2:41][CH2:42][CH2:43][CH2:44][CH2:45][CH2:46]/[CH:47]=[CH:48]\[CH2:49][CH2:50][CH2:51][CH2:52][CH2:53][CH2:54][CH2:55][CH3:56])[CH2:23][O:24][P:25]([O:28][CH2:29][CH2:30][NH:31][C:32](=[O:37])[CH2:33][CH2:34][CH2:35][NH2:36])([OH:27])=[O:26])(=[O:19])[CH2:2][CH2:3][CH2:4][CH2:5][CH2:6][CH2:7][CH2:8]/[CH:9]=[CH:10]\[CH2:11][CH2:12][CH2:13][CH2:14][CH2:15][CH2:16][CH2:17][CH3:18].[CH3:58][C:59]1[CH2:64][CH2:63][CH2:62][C:61]([CH3:66])([CH3:65])[C:60]=1/[CH:67]=[CH:68]/[C:69](/[CH3:79])=[CH:70]/[CH:71]=[CH:72]/[C:73](/[CH3:78])=[CH:74]/[C:75](O)=[O:76].F[P-](F)(F)(F)(F)F.C[N+](C)=C(N(C)C)ON1C2N=CC=CC=2N=N1.C(N(CC)C(C)C)(C)C, predict the reaction product. The product is: [C:1]([O:20][CH2:21][C@@H:22]([O:38][C:39](=[O:57])[CH2:40][CH2:41][CH2:42][CH2:43][CH2:44][CH2:45][CH2:46]/[CH:47]=[CH:48]\[CH2:49][CH2:50][CH2:51][CH2:52][CH2:53][CH2:54][CH2:55][CH3:56])[CH2:23][O:24][P:25]([O:28][CH2:29][CH2:30][NH:31][C:32](=[O:37])[CH2:33][CH2:34][CH2:35][NH:36][C:75](=[O:76])/[CH:74]=[C:73](\[CH3:78])/[CH:72]=[CH:71]/[CH:70]=[C:69](\[CH3:79])/[CH:68]=[CH:67]/[C:60]1[C:61]([CH3:65])([CH3:66])[CH2:62][CH2:63][CH2:64][C:59]=1[CH3:58])([OH:27])=[O:26])(=[O:19])[CH2:2][CH2:3][CH2:4][CH2:5][CH2:6][CH2:7][CH2:8]/[CH:9]=[CH:10]\[CH2:11][CH2:12][CH2:13][CH2:14][CH2:15][CH2:16][CH2:17][CH3:18]. (2) Given the reactants [CH3:1][C:2]1[CH:11]=[CH:10][C:9]2[C:4](=[CH:5][CH:6]=[CH:7][N:8]=2)[N:3]=1.[N:12]1[CH:17]=[CH:16][CH:15]=[CH:14][C:13]=1[C:18](OCC)=[O:19].[K].[Cl-].[NH4+], predict the reaction product. The product is: [N:3]1[C:4]2[C:9](=[N:8][CH:7]=[CH:6][CH:5]=2)[CH:10]=[CH:11][C:2]=1[CH2:1][C:18]([C:13]1[CH:14]=[CH:15][CH:16]=[CH:17][N:12]=1)=[O:19].